Dataset: Catalyst prediction with 721,799 reactions and 888 catalyst types from USPTO. Task: Predict which catalyst facilitates the given reaction. (1) Reactant: [CH3:1][C:2]1[CH2:7][CH:6]([CH3:8])[CH2:5][C:4](=[O:9])[C:3]=1[C:10]([O:12][CH3:13])=[O:11].[Cl:14][C:15]1[CH:16]=[C:17]([Mg]Br)[CH:18]=[CH:19][C:20]=1[Cl:21].[Cl-].[NH4+]. Product: [Cl:14][C:15]1[CH:16]=[C:17]([C:4]2([OH:9])[C:3]([C:10]([O:12][CH3:13])=[O:11])=[C:2]([CH3:1])[CH2:7][CH:6]([CH3:8])[CH2:5]2)[CH:18]=[CH:19][C:20]=1[Cl:21]. The catalyst class is: 1. (2) Reactant: [F:1][C:2]1[CH:32]=[C:31]([F:33])[CH:30]=[CH:29][C:3]=1[CH2:4][N:5]1[C:14]2[C:9](=[CH:10][C:11]([C:17]3[CH:22]=[CH:21][C:20]([C:23]([F:26])([F:25])[F:24])=[C:19]([F:27])[CH:18]=3)=[C:12]([O:15][CH3:16])[CH:13]=2)[CH2:8][CH2:7][C:6]1=[O:28].C([Li])CCC.CCCCCC.Br[CH2:46][C:47]([O:49][C:50]([CH3:53])([CH3:52])[CH3:51])=[O:48]. Product: [F:1][C:2]1[CH:32]=[C:31]([F:33])[CH:30]=[CH:29][C:3]=1[CH2:4][N:5]1[C:14]2[C:9](=[CH:10][C:11]([C:17]3[CH:22]=[CH:21][C:20]([C:23]([F:26])([F:24])[F:25])=[C:19]([F:27])[CH:18]=3)=[C:12]([O:15][CH3:16])[CH:13]=2)[CH2:8][CH:7]([CH2:46][C:47]([O:49][C:50]([CH3:53])([CH3:52])[CH3:51])=[O:48])[C:6]1=[O:28]. The catalyst class is: 7. (3) Reactant: Cl[C:2]1[N:7]=[C:6]([C:8]2[CH:15]=[CH:14][C:11]([C:12]#[N:13])=[CH:10][CH:9]=2)[C:5]([Cl:16])=[CH:4][N:3]=1.[CH2:17]1[C@@H:21]2[CH2:22][NH:23][CH2:24][C@@H:20]2[CH2:19][N:18]1[C:25]([O:27][C:28]([CH3:31])([CH3:30])[CH3:29])=[O:26].CCN(C(C)C)C(C)C. Product: [Cl:16][C:5]1[C:6]([C:8]2[CH:15]=[CH:14][C:11]([C:12]#[N:13])=[CH:10][CH:9]=2)=[N:7][C:2]([N:23]2[CH2:22][C@@H:21]3[CH2:17][N:18]([C:25]([O:27][C:28]([CH3:31])([CH3:30])[CH3:29])=[O:26])[CH2:19][C@@H:20]3[CH2:24]2)=[N:3][CH:4]=1. The catalyst class is: 8. (4) Product: [F:14][C:11]1[CH:10]=[CH:9][C:8]([O:7][C:4]2[CH:3]=[CH:2][C:1]([S:16]([OH:19])(=[O:18])=[O:17])=[CH:6][CH:5]=2)=[CH:13][CH:12]=1. Reactant: [CH:1]1[CH:6]=[CH:5][C:4]([O:7][C:8]2[CH:13]=[CH:12][C:11]([F:14])=[CH:10][CH:9]=2)=[CH:3][CH:2]=1.Cl[S:16]([OH:19])(=[O:18])=[O:17]. The catalyst class is: 2.